Dataset: Full USPTO retrosynthesis dataset with 1.9M reactions from patents (1976-2016). Task: Predict the reactants needed to synthesize the given product. (1) Given the product [Br:1][C:2]1[CH:7]=[CH:6][CH:5]=[C:4]([O:8][CH:16]2[CH2:20][CH2:19][CH2:18][CH2:17]2)[CH:3]=1, predict the reactants needed to synthesize it. The reactants are: [Br:1][C:2]1[CH:3]=[C:4]([OH:8])[CH:5]=[CH:6][CH:7]=1.C([O-])([O-])=O.[K+].[K+].Br[CH:16]1[CH2:20][CH2:19][CH2:18][CH2:17]1. (2) Given the product [CH2:1]([O:5][C:6]([NH:8][C@@H:9]([CH2:15][CH2:16][C:17](=[O:34])[N:18]1[CH2:22][CH2:21][C:20]2([CH2:27][CH2:26][N:25]([C:28]3[CH:29]=[CH:30][N:31]=[CH:32][CH:33]=3)[CH2:24][CH2:23]2)[CH2:19]1)[C:10]([OH:12])=[O:11])=[O:7])[CH2:2][CH2:3][CH3:4], predict the reactants needed to synthesize it. The reactants are: [CH2:1]([O:5][C:6]([NH:8][C@@H:9]([CH2:15][CH2:16][C:17](=[O:34])[N:18]1[CH2:22][CH2:21][C:20]2([CH2:27][CH2:26][N:25]([C:28]3[CH:33]=[CH:32][N:31]=[CH:30][CH:29]=3)[CH2:24][CH2:23]2)[CH2:19]1)[C:10]([O:12]CC)=[O:11])=[O:7])[CH2:2][CH2:3][CH3:4].[Li+].[OH-]. (3) The reactants are: [C:1]([C:4]1[N:5]=[C:6]2[N:11]=[C:10]([CH3:12])[C:9]([CH2:13][NH:14][C:15](=[O:21])[O:16][C:17]([CH3:20])([CH3:19])[CH3:18])=[C:8]([C:22]3[CH:27]=[CH:26][C:25]([Cl:28])=[CH:24][C:23]=3[Cl:29])[N:7]2[CH:30]=1)(=O)[NH2:2].N1C=CC=CC=1.C(OC(C(F)(F)F)=O)(C(F)(F)F)=O. Given the product [C:1]([C:4]1[N:5]=[C:6]2[N:11]=[C:10]([CH3:12])[C:9]([CH2:13][NH:14][C:15](=[O:21])[O:16][C:17]([CH3:20])([CH3:19])[CH3:18])=[C:8]([C:22]3[CH:27]=[CH:26][C:25]([Cl:28])=[CH:24][C:23]=3[Cl:29])[N:7]2[CH:30]=1)#[N:2], predict the reactants needed to synthesize it.